Dataset: Reaction yield outcomes from USPTO patents with 853,638 reactions. Task: Predict the reaction yield, written as a fraction of the theoretical maximum amount of product (1.0 means a 100% yield; for example, 0.34 means a 34% yield). (1) The yield is 0.540. The product is [CH3:1][O:2][C:3](=[O:19])[C:4]([O:7][C:8]1[CH:13]=[C:12]([CH3:14])[C:11]([SH:15])=[CH:10][C:9]=1[CH3:18])([CH3:6])[CH3:5]. The reactants are [CH3:1][O:2][C:3](=[O:19])[C:4]([O:7][C:8]1[CH:13]=[C:12]([CH3:14])[C:11]([S:15]C#N)=[CH:10][C:9]=1[CH3:18])([CH3:6])[CH3:5].P([O-])(O)(O)=O.[K+].O.SC[C@H]([C@@H](CS)O)O. The catalyst is CO. (2) The reactants are [CH3:1][C:2]1[CH:16]=[CH:15][C:5]([C:6]([N:8]2[CH2:13][CH2:12][CH2:11][C@@H:10]([NH2:14])[CH2:9]2)=[O:7])=[CH:4][CH:3]=1.[CH3:17][C:18]1[CH:26]=[CH:25][C:21]([C:22](Cl)=[O:23])=[CH:20][CH:19]=1.[OH-].[Na+]. No catalyst specified. The product is [CH3:1][C:2]1[CH:3]=[CH:4][C:5]([C:6]([N:8]2[CH2:13][CH2:12][CH2:11][C@@H:10]([NH:14][C:22](=[O:23])[C:21]3[CH:25]=[CH:26][C:18]([CH3:17])=[CH:19][CH:20]=3)[CH2:9]2)=[O:7])=[CH:15][CH:16]=1. The yield is 0.590. (3) The reactants are Cl[CH2:2][CH2:3][CH2:4][O:5][C:6]1[NH:7][C:8]2[C:13]([C:14]=1[C:15]([O:17][CH3:18])=[O:16])=[CH:12][CH:11]=[CH:10][CH:9]=2.[OH-].[Na+]. The catalyst is C1(C)C=CC=CC=1. The product is [O:5]1[C:6]2=[C:14]([C:15]([O:17][CH3:18])=[O:16])[C:13]3[CH:12]=[CH:11][CH:10]=[CH:9][C:8]=3[N:7]2[CH2:2][CH2:3][CH2:4]1. The yield is 0.932. (4) The reactants are [O:1]=[C:2]([C:13]1[O:14][C:15]([C:18]2[CH:23]=[CH:22][CH:21]=[CH:20][N:19]=2)=[CH:16][N:17]=1)[CH2:3][CH2:4][CH2:5][CH2:6][C:7]#[C:8][Si](C)(C)C.I[C:25]1[CH:26]=[N:27][CH:28]=[CH:29][CH:30]=1. No catalyst specified. The product is [O:1]=[C:2]([C:13]1[O:14][C:15]([C:18]2[CH:23]=[CH:22][CH:21]=[CH:20][N:19]=2)=[CH:16][N:17]=1)[CH2:3][CH2:4][CH2:5][CH2:6][C:7]#[C:8][C:25]1[CH:26]=[N:27][CH:28]=[CH:29][CH:30]=1. The yield is 0.500. (5) The reactants are BrC1C=CC(OC2C=CC(C#N)=C(Cl)N=2)=CC=1C1OCCO1.[Br:23][C:24]1[CH:39]=[CH:38][C:27]([O:28][C:29]2[N:36]=[C:35](Cl)[CH:34]=[CH:33][C:30]=2[C:31]#[N:32])=[CH:26][C:25]=1[CH:40]1[O:44][CH2:43][CH2:42][O:41]1.BrC1C=CC(OC2C=CC(C#N)=[C:53]([N:59]([CH2:61][CH2:62][O:63]C)C)N=2)=CC=1C=O. The catalyst is C(#N)C. The product is [Br:23][C:24]1[CH:39]=[CH:38][C:27]([O:28][C:29]2[N:36]=[C:35]([N:59]([CH2:61][CH2:62][OH:63])[CH3:53])[CH:34]=[CH:33][C:30]=2[C:31]#[N:32])=[CH:26][C:25]=1[CH:40]1[O:44][CH2:43][CH2:42][O:41]1. The yield is 0.360. (6) The reactants are [F:1][C:2]1[CH:3]=[CH:4][C:5]([O:10][C:11]2[CH:12]=[C:13]3[C:17](=[CH:18][CH:19]=2)[N:16]([CH3:20])[N:15]=[CH:14]3)=[C:6]([CH:9]=1)[C:7]#[N:8].[ClH:21].C1(C)C=CC=CC=1.CCO. The catalyst is CO.[OH-].[OH-].[Pd+2]. The product is [ClH:21].[F:1][C:2]1[CH:3]=[CH:4][C:5]([O:10][C:11]2[CH:12]=[C:13]3[C:17](=[CH:18][CH:19]=2)[N:16]([CH3:20])[N:15]=[CH:14]3)=[C:6]([CH:9]=1)[CH2:7][NH2:8]. The yield is 0.990. (7) The reactants are [F:1][C:2]1[CH:12]=[CH:11][C:10]([F:13])=[C:4]2[C:5]([O:7][C:8](=[O:9])[C:3]=12)=[O:6].Cl[CH:15]([Cl:19])[CH:16](Cl)Cl.[Cl-].[Al+3].[Cl-].[Cl-]. The catalyst is Cl. The product is [Cl:19][C:15]1[CH:4]=[CH:3][C:2]([C:5]([C:4]2[C:10]([F:13])=[CH:11][CH:12]=[C:2]([F:1])[C:3]=2[C:8]([OH:7])=[O:9])=[O:6])=[CH:12][CH:16]=1. The yield is 0.730.